From a dataset of Catalyst prediction with 721,799 reactions and 888 catalyst types from USPTO. Predict which catalyst facilitates the given reaction. (1) Reactant: Cl[C:2]1[C:3]2[C:4](=[CH:13][N:14](CC3C=CC(OC)=CC=3)[N:15]=2)[N:5]=[C:6]([C:8]2[S:9][CH:10]=[CH:11][CH:12]=2)[N:7]=1.[CH3:25][O:26][C:27]1[CH:28]=[C:29]([CH:31]=[CH:32][C:33]=1[O:34][CH3:35])[NH2:30].Cl. Product: [CH3:25][O:26][C:27]1[CH:28]=[C:29]([NH:30][C:2]2[C:3]3[NH:15][N:14]=[CH:13][C:4]=3[N:5]=[C:6]([C:8]3[S:9][CH:10]=[CH:11][CH:12]=3)[N:7]=2)[CH:31]=[CH:32][C:33]=1[O:34][CH3:35]. The catalyst class is: 71. (2) Reactant: [C:1]([C:3]1[C:4]([F:25])=[N:5][N:6]([C:19]2[CH:24]=[CH:23][CH:22]=[CH:21][CH:20]=2)[C:7]=1[NH:8][C:9](=O)[C:10]1[CH:15]=[CH:14][CH:13]=[C:12]([O:16][CH3:17])[CH:11]=1)#[N:2].[OH-].[Na+].OO.C(O)(=[O:32])C. Product: [F:25][C:4]1[C:3]2[C:7](=[N:8][C:9]([C:10]3[CH:15]=[CH:14][CH:13]=[C:12]([O:16][CH3:17])[CH:11]=3)=[N:2][C:1]=2[OH:32])[N:6]([C:19]2[CH:24]=[CH:23][CH:22]=[CH:21][CH:20]=2)[N:5]=1. The catalyst class is: 8. (3) Reactant: [F:1][C:2]1[CH:7]=[C:6]([F:8])[CH:5]=[CH:4][C:3]=1[C:9]#[C:10][C:11]1[N:16]=[C:15]([NH2:17])[C:14]([N+:18]([O-:20])=[O:19])=[CH:13][CH:12]=1.P([O-])(O)(O)=O.[Na+].P([O-])([O-])(O)=O.[Na+].[Na+].[Mn]([O-])(=O)(=O)=O.[K+].[OH2:40].[OH2:41].O.O.O.S([O-])([O-])(=O)=S.[Na+].[Na+]. Product: [NH2:17][C:15]1[N:16]=[C:11]([C:10](=[O:41])[C:9]([C:3]2[CH:4]=[CH:5][C:6]([F:8])=[CH:7][C:2]=2[F:1])=[O:40])[CH:12]=[CH:13][C:14]=1[N+:18]([O-:20])=[O:19]. The catalyst class is: 283. (4) Reactant: [CH:1]12[CH2:10][CH:5]3[CH2:6][CH:7]([CH2:9][CH:3]([CH2:4]3)[CH:2]1[N:11]1[CH:15]=[C:14]([CH:16]([CH3:18])[CH3:17])[NH:13][C:12]1=[O:19])[CH2:8]2.[H-].[Na+].Br[CH2:23][CH:24]1[CH2:26][CH2:25]1.[Na+].[Cl-]. Product: [CH:1]12[CH2:8][CH:7]3[CH2:6][CH:5]([CH2:4][CH:3]([CH2:9]3)[CH:2]1[N:11]1[CH:15]=[C:14]([CH:16]([CH3:17])[CH3:18])[N:13]([CH2:23][CH:24]3[CH2:26][CH2:25]3)[C:12]1=[O:19])[CH2:10]2. The catalyst class is: 3.